This data is from Full USPTO retrosynthesis dataset with 1.9M reactions from patents (1976-2016). The task is: Predict the reactants needed to synthesize the given product. Given the product [CH3:1][O:2][C:3]1[CH:15]=[C:14]([O:16][CH3:17])[CH:13]=[CH:12][C:4]=1[CH2:5][N:6]([C:7]1[S:11][N:10]=[CH:9][N:8]=1)[S:37]([C:30]1[CH:31]=[CH:32][C:33]([F:36])=[C:34]([F:35])[C:29]=1[F:28])(=[O:39])=[O:38], predict the reactants needed to synthesize it. The reactants are: [CH3:1][O:2][C:3]1[CH:15]=[C:14]([O:16][CH3:17])[CH:13]=[CH:12][C:4]=1[CH2:5][NH:6][C:7]1[S:11][N:10]=[CH:9][N:8]=1.C[Si]([N-][Si](C)(C)C)(C)C.[Li+].[F:28][C:29]1[C:34]([F:35])=[C:33]([F:36])[CH:32]=[CH:31][C:30]=1[S:37](Cl)(=[O:39])=[O:38].